From a dataset of Reaction yield outcomes from USPTO patents with 853,638 reactions. Predict the reaction yield, written as a fraction of the theoretical maximum amount of product (1.0 means a 100% yield; for example, 0.34 means a 34% yield). (1) The reactants are [H-].[Al+3].[Li+].[H-].[H-].[H-].[C:7]([C:11]1[CH:16]=[CH:15][C:14]([C:17]2[S:18][CH:19]=[C:20]([C:26](OCC)=[O:27])[C:21]=2[O:22][CH2:23][O:24][CH3:25])=[CH:13][CH:12]=1)([CH3:10])([CH3:9])[CH3:8].[Cl-].[NH4+]. The catalyst is C1COCC1. The product is [C:7]([C:11]1[CH:16]=[CH:15][C:14]([C:17]2[S:18][CH:19]=[C:20]([CH2:26][OH:27])[C:21]=2[O:22][CH2:23][O:24][CH3:25])=[CH:13][CH:12]=1)([CH3:10])([CH3:8])[CH3:9]. The yield is 0.470. (2) The reactants are O[CH2:2][C:3]1[CH:11]=[C:10]2[C:6]([CH:7]=[CH:8][N:9]2[C:12]([O:14][C:15]([CH3:18])([CH3:17])[CH3:16])=[O:13])=[CH:5][CH:4]=1.[CH3:19][C:20]1[C:29]2[C:24](=[CH:25][CH:26]=[CH:27][CH:28]=2)[CH:23]=[N:22][C:21]=1[NH:30][S:31]([C:34]1[CH:44]=[CH:43][C:37]([C:38]([O:40][CH2:41][CH3:42])=[O:39])=[CH:36][CH:35]=1)(=[O:33])=[O:32]. No catalyst specified. The product is [CH2:41]([O:40][C:38]([C:37]1[CH:43]=[CH:44][C:34]([S:31]([N:30]([CH2:2][C:3]2[CH:11]=[C:10]3[C:6]([CH:7]=[CH:8][N:9]3[C:12]([O:14][C:15]([CH3:18])([CH3:17])[CH3:16])=[O:13])=[CH:5][CH:4]=2)[C:21]2[N:22]=[CH:23][C:24]3[C:29]([C:20]=2[CH3:19])=[CH:28][CH:27]=[CH:26][CH:25]=3)(=[O:33])=[O:32])=[CH:35][CH:36]=1)=[O:39])[CH3:42]. The yield is 0.550. (3) The catalyst is C1COCC1. The reactants are [N:1]1([C:7]2[CH:8]=[CH:9][C:10]3[CH2:11][N:12]([C:18]([O:20][C:21]([CH3:24])([CH3:23])[CH3:22])=[O:19])[CH2:13][CH2:14][O:15][C:16]=3[N:17]=2)[CH2:6][CH2:5][NH:4][CH2:3][CH2:2]1.C(OCC)C.[C:30]([N:34]=[C:35]=[O:36])([CH3:33])([CH3:32])[CH3:31]. The product is [C:30]([NH:34][C:35]([N:4]1[CH2:5][CH2:6][N:1]([C:7]2[CH:8]=[CH:9][C:10]3[CH2:11][N:12]([C:18]([O:20][C:21]([CH3:24])([CH3:23])[CH3:22])=[O:19])[CH2:13][CH2:14][O:15][C:16]=3[N:17]=2)[CH2:2][CH2:3]1)=[O:36])([CH3:33])([CH3:32])[CH3:31]. The yield is 0.850. (4) The reactants are C([O:3][C:4](=O)[CH:5]([F:25])[CH2:6][O:7][Si:8]([C:21]([CH3:24])([CH3:23])[CH3:22])([C:15]1[CH:20]=[CH:19][CH:18]=[CH:17][CH:16]=1)[C:9]1[CH:14]=[CH:13][CH:12]=[CH:11][CH:10]=1)C.[BH4-].[Li+].[OH-].[Na+]. The catalyst is O1CCCC1. The product is [Si:8]([O:7][CH2:6][CH:5]([F:25])[CH2:4][OH:3])([C:21]([CH3:24])([CH3:22])[CH3:23])([C:15]1[CH:20]=[CH:19][CH:18]=[CH:17][CH:16]=1)[C:9]1[CH:10]=[CH:11][CH:12]=[CH:13][CH:14]=1. The yield is 0.760.